This data is from Reaction yield outcomes from USPTO patents with 853,638 reactions. The task is: Predict the reaction yield, written as a fraction of the theoretical maximum amount of product (1.0 means a 100% yield; for example, 0.34 means a 34% yield). (1) The reactants are [CH3:1][CH:2]1[NH:4][CH2:3]1.[OH-].[Na+].[Cl:7][C:8]1[CH:16]=[CH:15][C:11]([C:12](Cl)=[O:13])=[CH:10][CH:9]=1. The catalyst is O1CCCC1. The product is [CH3:1][CH:2]1[N:4]([C:12]([C:11]2[CH:15]=[CH:16][C:8]([Cl:7])=[CH:9][CH:10]=2)=[O:13])[CH2:3]1. The yield is 0.890. (2) The reactants are Br[C:2]1[CH:3]=[C:4]2[C:9](=[CH:10][CH:11]=1)[N:8]=[C:7]([C:12]([O:14][CH2:15][CH3:16])=[O:13])[CH:6]=[CH:5]2.[OH:17][C:18]1[CH:23]=[CH:22][C:21](B(O)O)=[CH:20][C:19]=1[CH3:27].C1(P(C2C=CC=CC=2)C2C=CC=CC=2)C=CC=CC=1.P([O-])([O-])([O-])=O.[K+].[K+].[K+]. The catalyst is C([O-])(=O)C.[Pd+2].C([O-])(=O)C.C(OCC)(=O)C.O.O1CCOCC1. The product is [OH:17][C:18]1[CH:23]=[CH:22][C:21]([C:2]2[CH:3]=[C:4]3[C:9](=[CH:10][CH:11]=2)[N:8]=[C:7]([C:12]([O:14][CH2:15][CH3:16])=[O:13])[CH:6]=[CH:5]3)=[CH:20][C:19]=1[CH3:27]. The yield is 0.400.